This data is from Full USPTO retrosynthesis dataset with 1.9M reactions from patents (1976-2016). The task is: Predict the reactants needed to synthesize the given product. (1) Given the product [CH3:1][O:2][C:3]([C:5]1[C:15]2[O:14][CH2:13][CH2:12][CH2:11][O:10][C:9]=2[CH:8]=[C:7]([NH:16][C:27]([C:22]2[NH:23][C:24]3[C:20]([CH:21]=2)=[CH:19][C:18]([Cl:17])=[CH:26][CH:25]=3)=[O:28])[CH:6]=1)=[O:4], predict the reactants needed to synthesize it. The reactants are: [CH3:1][O:2][C:3]([C:5]1[C:15]2[O:14][CH2:13][CH2:12][CH2:11][O:10][C:9]=2[CH:8]=[C:7]([NH2:16])[CH:6]=1)=[O:4].[Cl:17][C:18]1[CH:19]=[C:20]2[C:24](=[CH:25][CH:26]=1)[NH:23][C:22]([C:27](O)=[O:28])=[CH:21]2.F[P-](F)(F)(F)(F)F.N1(O[P+](N(C)C)(N(C)C)N(C)C)C2C=CC=CC=2N=N1.CN(C=O)C. (2) Given the product [C:18]([O:17][C:15]([N:1]1[CH2:6][CH2:5][CH:4]([OH:7])[CH2:3][CH2:2]1)=[O:16])([CH3:21])([CH3:20])[CH3:19], predict the reactants needed to synthesize it. The reactants are: [NH:1]1[CH2:6][CH2:5][CH:4]([OH:7])[CH2:3][CH2:2]1.C(N(CC)CC)C.[C:15](O[C:15]([O:17][C:18]([CH3:21])([CH3:20])[CH3:19])=[O:16])([O:17][C:18]([CH3:21])([CH3:20])[CH3:19])=[O:16]. (3) Given the product [CH3:35][O:34][C:28]1[CH:27]=[C:26]([CH2:25][CH2:24][C:22]2[CH:23]=[C:19]([NH:18][C:16]([C:13]3[CH:12]=[N:11][C:10]([N:5]4[CH2:6][CH2:7][CH2:8][N:2]([CH3:1])[CH2:3][CH2:4]4)=[CH:15][N:14]=3)=[O:17])[NH:20][N:21]=2)[CH:31]=[C:30]([O:32][CH3:33])[CH:29]=1, predict the reactants needed to synthesize it. The reactants are: [CH3:1][N:2]1[CH2:8][CH2:7][CH2:6][NH:5][CH2:4][CH2:3]1.Cl[C:10]1[N:11]=[CH:12][C:13]([C:16]([NH:18][C:19]2[NH:20][N:21]=[C:22]([CH2:24][CH2:25][C:26]3[CH:31]=[C:30]([O:32][CH3:33])[CH:29]=[C:28]([O:34][CH3:35])[CH:27]=3)[CH:23]=2)=[O:17])=[N:14][CH:15]=1.